Regression. Given a peptide amino acid sequence and an MHC pseudo amino acid sequence, predict their binding affinity value. This is MHC class I binding data. From a dataset of Peptide-MHC class I binding affinity with 185,985 pairs from IEDB/IMGT. (1) The MHC is HLA-A03:01 with pseudo-sequence HLA-A03:01. The peptide sequence is LPYTFMLRK. The binding affinity (normalized) is 0.0847. (2) The peptide sequence is YENAFLPFT. The MHC is HLA-B45:01 with pseudo-sequence HLA-B45:01. The binding affinity (normalized) is 0.580.